Dataset: Catalyst prediction with 721,799 reactions and 888 catalyst types from USPTO. Task: Predict which catalyst facilitates the given reaction. (1) Reactant: [Cl:1][C:2]1[CH:3]=[C:4]([CH:22](Cl)[CH3:23])[C:5]2[O:11][CH2:10][CH2:9][N:8]([C:12]([O:14][C:15]([CH3:18])([CH3:17])[CH3:16])=[O:13])[CH2:7][C:6]=2[C:19]=1[C:20]#[N:21].[CH3:25][C:26]1[C:34]2[C:29](=[N:30][CH:31]=[N:32][C:33]=2[NH2:35])[NH:28][N:27]=1.C(=O)([O-])[O-].[Cs+].[Cs+]. Product: [NH2:35][C:33]1[N:32]=[CH:31][N:30]=[C:29]2[N:28]([CH:22]([C:4]3[C:5]4[O:11][CH2:10][CH2:9][N:8]([C:12]([O:14][C:15]([CH3:18])([CH3:17])[CH3:16])=[O:13])[CH2:7][C:6]=4[C:19]([C:20]#[N:21])=[C:2]([Cl:1])[CH:3]=3)[CH3:23])[N:27]=[C:26]([CH3:25])[C:34]=12. The catalyst class is: 42. (2) Reactant: [Li].[H-].[C:3]([N:11]1[CH2:24][CH2:23][C:22]2[C:21]3[CH:20]=[CH:19][C:18]([C:25]4[CH:30]=[CH:29][CH:28]=[CH:27][CH:26]=4)=[CH:17][C:16]=3[NH:15][C:14]=2[CH2:13][CH2:12]1)(=O)[C:4]1[CH:9]=[CH:8][CH:7]=[CH:6][CH:5]=1.CCOC(C)=O.CCCCCCC. Product: [CH2:3]([N:11]1[CH2:24][CH2:23][C:22]2[C:21]3[CH:20]=[CH:19][C:18]([C:25]4[CH:30]=[CH:29][CH:28]=[CH:27][CH:26]=4)=[CH:17][C:16]=3[NH:15][C:14]=2[CH2:13][CH2:12]1)[C:4]1[CH:5]=[CH:6][CH:7]=[CH:8][CH:9]=1. The catalyst class is: 7. (3) Reactant: [N:1]1[C:10]2[C:5](=[CH:6][CH:7]=[CH:8][CH:9]=2)[CH:4]=[C:3]([CH:11]=O)[CH:2]=1.C(O)(=O)[CH2:14][C:15]([OH:17])=[O:16].N1CCCCC1.Cl. Product: [N:1]1[C:10]2[C:5](=[CH:6][CH:7]=[CH:8][CH:9]=2)[CH:4]=[C:3]([CH:11]=[CH:14][C:15]([OH:17])=[O:16])[CH:2]=1. The catalyst class is: 803.